Dataset: Forward reaction prediction with 1.9M reactions from USPTO patents (1976-2016). Task: Predict the product of the given reaction. (1) Given the reactants [NH2:1][C:2]1[CH:3]=[CH:4][C:5]([O:8][C:9](=[O:18])[N:10]([CH3:17])[C:11]2[CH:16]=[CH:15][CH:14]=[CH:13][CH:12]=2)=[N:6][CH:7]=1.[C:19]([C:21]1[CH:29]=[CH:28][C:24]([C:25](Cl)=[O:26])=[CH:23][CH:22]=1)#[N:20].C(N(CC)CC)C.ClCCl, predict the reaction product. The product is: [C:19]([C:21]1[CH:29]=[CH:28][C:24]([C:25]([NH:1][C:2]2[CH:3]=[CH:4][C:5]([O:8][C:9](=[O:18])[N:10]([CH3:17])[C:11]3[CH:16]=[CH:15][CH:14]=[CH:13][CH:12]=3)=[N:6][CH:7]=2)=[O:26])=[CH:23][CH:22]=1)#[N:20]. (2) Given the reactants [CH2:1]([O:3][CH:4]1[CH2:9][CH2:8][N:7]([C:10]2[CH:15]=[CH:14][C:13]([N+:16]([O-])=O)=[CH:12][CH:11]=2)[CH2:6][CH2:5]1)[CH3:2].[H][H], predict the reaction product. The product is: [CH2:1]([O:3][CH:4]1[CH2:9][CH2:8][N:7]([C:10]2[CH:11]=[CH:12][C:13]([NH2:16])=[CH:14][CH:15]=2)[CH2:6][CH2:5]1)[CH3:2]. (3) Given the reactants [CH3:1][C:2]1([CH3:9])[CH2:5][CH:4]([C:6](O)=[O:7])[CH2:3]1.C(Cl)(=O)C([Cl:13])=O, predict the reaction product. The product is: [CH3:1][C:2]1([CH3:9])[CH2:5][CH:4]([C:6]([Cl:13])=[O:7])[CH2:3]1. (4) Given the reactants Cl.Cl.[C@H]1(C[N:14]2[CH2:19][CH2:18][CH:17]([NH:20][C:21]([C:23]3[NH:24][C:25]4[C:30]([CH:31]=3)=[C:29]([O:32][CH2:33][C:34]3[C:38]5[CH:39]=[CH:40][C:41]([Cl:43])=[CH:42][C:37]=5[O:36][CH:35]=3)[CH:28]=[CH:27][CH:26]=4)=[O:22])[CH2:16][CH2:15]2)[C@@H]2N(CCCC2)CCC1.Cl.Cl.Cl.NC1CCN([CH2:54][CH2:55][N:56]2[CH2:61][CH2:60][C@H:59]([OH:62])[C@@H:58]([CH3:63])[CH2:57]2)CC1, predict the reaction product. The product is: [OH:62][C@H:59]1[CH2:60][CH2:61][N:56]([CH2:55][CH2:54][N:14]2[CH2:15][CH2:16][CH:17]([NH:20][C:21]([C:23]3[NH:24][C:25]4[C:30]([CH:31]=3)=[C:29]([O:32][CH2:33][C:34]3[C:38]5[CH:39]=[CH:40][C:41]([Cl:43])=[CH:42][C:37]=5[O:36][CH:35]=3)[CH:28]=[CH:27][CH:26]=4)=[O:22])[CH2:18][CH2:19]2)[CH2:57][C@@H:58]1[CH3:63].